The task is: Predict which catalyst facilitates the given reaction.. This data is from Catalyst prediction with 721,799 reactions and 888 catalyst types from USPTO. (1) Reactant: [CH2:1]([Li])[CH2:2][CH2:3][CH3:4].[C:6]12(CCC(=O)[CH2:17][CH2:16]1)[C:14]1[C:9](=[CH:10][CH:11]=[CH:12][CH:13]=1)[C:8](=O)[O:7]2.[Cl-].[NH4+].[O:24]1CCCC1. Product: [CH2:4]=[C:3]1[CH2:17][CH2:16][C:6]2([C:14]3[C:9](=[CH:10][CH:11]=[CH:12][CH:13]=3)[CH2:8][O:7]2)[CH2:1][C:2]1=[O:24]. The catalyst class is: 629. (2) Reactant: C1C=C(Cl)C=C(C(OO)=[O:9])C=1.[CH2:12]([S:19][CH2:20][C@H:21]([NH:24][C:25]1[CH:30]=[CH:29][C:28]([N+:31]([O-:33])=[O:32])=[C:27]([CH3:34])[N:26]=1)[CH2:22][OH:23])[C:13]1[CH:18]=[CH:17][CH:16]=[CH:15][CH:14]=1. Product: [CH3:34][C:27]1[N:26]=[C:25]([NH:24][C@@H:21]([CH2:20][S:19]([CH2:12][C:13]2[CH:18]=[CH:17][CH:16]=[CH:15][CH:14]=2)=[O:9])[CH2:22][OH:23])[CH:30]=[CH:29][C:28]=1[N+:31]([O-:33])=[O:32]. The catalyst class is: 2.